From a dataset of TCR-epitope binding with 47,182 pairs between 192 epitopes and 23,139 TCRs. Binary Classification. Given a T-cell receptor sequence (or CDR3 region) and an epitope sequence, predict whether binding occurs between them. (1) The epitope is GLIYNRMGAVTTEV. The TCR CDR3 sequence is CAISESPSGALGQFF. Result: 0 (the TCR does not bind to the epitope). (2) The epitope is LQPFPQPELPYPQPQ. The TCR CDR3 sequence is CSARTGAIQYF. Result: 0 (the TCR does not bind to the epitope).